This data is from Full USPTO retrosynthesis dataset with 1.9M reactions from patents (1976-2016). The task is: Predict the reactants needed to synthesize the given product. (1) Given the product [F:1][C:2]1[CH:11]=[C:10]([F:12])[CH:9]=[C:8]2[C:3]=1[N:4]=[CH:5][C:6](=[O:13])[N:7]2[CH2:34][CH2:35][N:36]1[CH2:41][CH2:40][CH:39]([NH:42][C:43](=[O:44])[O:45][C:46]([CH3:49])([CH3:48])[CH3:47])[CH2:38][CH2:37]1, predict the reactants needed to synthesize it. The reactants are: [F:1][C:2]1[CH:11]=[C:10]([F:12])[CH:9]=[C:8]2[C:3]=1[N:4]=[CH:5][C:6](=[O:13])[NH:7]2.FC1C=C2C(=C(F)C=1)NC(=O)C=N2.[H-].[Na+].CS(O[CH2:34][CH2:35][N:36]1[CH2:41][CH2:40][CH:39]([NH:42][C:43]([O:45][C:46]([CH3:49])([CH3:48])[CH3:47])=[O:44])[CH2:38][CH2:37]1)(=O)=O.COC1C=C2C(C=CC(=O)N2CCN2CCC(NC(=O)OC(C)(C)C)CC2)=CC=1. (2) Given the product [Cl:1][C:2]1[CH:7]=[CH:6][CH:5]=[CH:4][C:3]=1[CH:8]([NH2:20])[CH2:9][C:10]1[CH:15]=[CH:14][N:13]=[CH:12][CH:11]=1, predict the reactants needed to synthesize it. The reactants are: [Cl:1][C:2]1[CH:7]=[CH:6][CH:5]=[CH:4][C:3]=1[C:8](=O)[CH2:9][C:10]1[CH:15]=[CH:14][N:13]=[CH:12][CH:11]=1.Cl.O([NH2:20])C.O.[OH-].[Na+]. (3) Given the product [OH:12][C:7]1[CH:8]=[C:9]2[C:4](=[CH:5][CH:6]=1)[CH:3]=[C:2]([B:24]([OH:29])[OH:25])[CH:11]=[CH:10]2, predict the reactants needed to synthesize it. The reactants are: Br[C:2]1[CH:3]=[C:4]2[C:9](=[CH:10][CH:11]=1)[CH:8]=[C:7]([OH:12])[CH:6]=[CH:5]2.CCCCCC.C([Li])CCC.[B:24](OC(C)C)([O:29]C(C)C)[O:25]C(C)C.Cl.